From a dataset of NCI-60 drug combinations with 297,098 pairs across 59 cell lines. Regression. Given two drug SMILES strings and cell line genomic features, predict the synergy score measuring deviation from expected non-interaction effect. (1) Drug 1: CC1=CC=C(C=C1)C2=CC(=NN2C3=CC=C(C=C3)S(=O)(=O)N)C(F)(F)F. Drug 2: C(CCl)NC(=O)N(CCCl)N=O. Cell line: M14. Synergy scores: CSS=-0.276, Synergy_ZIP=1.14, Synergy_Bliss=1.67, Synergy_Loewe=-3.53, Synergy_HSA=-3.24. (2) Drug 1: CS(=O)(=O)C1=CC(=C(C=C1)C(=O)NC2=CC(=C(C=C2)Cl)C3=CC=CC=N3)Cl. Drug 2: C(=O)(N)NO. Cell line: A549. Synergy scores: CSS=7.85, Synergy_ZIP=-3.36, Synergy_Bliss=1.05, Synergy_Loewe=0.758, Synergy_HSA=0.961.